This data is from Reaction yield outcomes from USPTO patents with 853,638 reactions. The task is: Predict the reaction yield, written as a fraction of the theoretical maximum amount of product (1.0 means a 100% yield; for example, 0.34 means a 34% yield). (1) The yield is 0.910. The catalyst is ClCCl. The reactants are Cl.C(OCC)(=O)C.C([O:12][C:13]1[C:14]([CH2:19][N:20]2[CH2:25][CH2:24][CH:23]([C:26](=[O:35])[CH2:27][C:28]3[CH:33]=[CH:32][CH:31]=[CH:30][C:29]=3[F:34])[CH2:22][CH2:21]2)=[N:15][CH:16]=[CH:17][N:18]=1)(C)(C)C.[OH-].[Na+].C(=O)(O)[O-].[Na+]. The product is [F:34][C:29]1[CH:30]=[CH:31][CH:32]=[CH:33][C:28]=1[CH2:27][C:26]([CH:23]1[CH2:22][CH2:21][N:20]([CH2:19][C:14]2[C:13](=[O:12])[NH:18][CH:17]=[CH:16][N:15]=2)[CH2:25][CH2:24]1)=[O:35]. (2) The reactants are [NH:1]([C:15]([O:17][C:18]([CH3:21])([CH3:20])[CH3:19])=[O:16])[C@H:2]([C:11]([O:13][CH3:14])=[O:12])[CH2:3][C:4]1[CH:9]=[CH:8][C:7]([OH:10])=[CH:6][CH:5]=1.CN1CCOCC1.[S:29](O[S:29]([C:32]([F:35])([F:34])[F:33])(=[O:31])=[O:30])([C:32]([F:35])([F:34])[F:33])(=[O:31])=[O:30]. The catalyst is ClCCl. The product is [C:18]([O:17][C:15]([NH:1][C@@H:2]([CH2:3][C:4]1[CH:5]=[CH:6][C:7]([O:10][S:29]([C:32]([F:35])([F:34])[F:33])(=[O:31])=[O:30])=[CH:8][CH:9]=1)[C:11]([O:13][CH3:14])=[O:12])=[O:16])([CH3:21])([CH3:20])[CH3:19]. The yield is 0.980. (3) The reactants are C[O:2][C:3](=[O:13])[C:4]1[CH:9]=[CH:8][C:7]([O:10][CH3:11])=[CH:6][C:5]=1[Cl:12].[Li+].[OH-].Cl. The catalyst is C1COCC1.CO.O.O. The product is [Cl:12][C:5]1[CH:6]=[C:7]([O:10][CH3:11])[CH:8]=[CH:9][C:4]=1[C:3]([OH:13])=[O:2]. The yield is 0.980. (4) The reactants are [CH:1]([O:3][C:4]([CH3:7])([CH3:6])[CH3:5])=[O:2].[Cl:8][C:9]1[CH:10]=[C:11]([N:15]2[C:27](=[O:28])[CH2:26][C@@:17]3([CH2:21][NH:20][C@H:19]([C:22]([O:24][CH3:25])=[O:23])[CH2:18]3)[CH2:16]2)[CH:12]=[CH:13][CH:14]=1.[C:29](#[N:31])[CH3:30].[OH2:32]. No catalyst specified. The product is [CH3:25][O:24][C:22]([C@@H:19]1[CH2:18][C@:17]2([CH2:26][C:27](=[O:28])[N:15]([C:11]3[CH:12]=[CH:13][CH:14]=[C:9]([Cl:8])[CH:10]=3)[CH2:16]2)[CH2:21][N:20]1[C:30](=[O:32])[C@@H:29]([NH:31][C:1]([O:3][C:4]([CH3:7])([CH3:6])[CH3:5])=[O:2])[C:4]([CH3:7])([CH3:6])[CH3:5])=[O:23]. The yield is 0.500. (5) The yield is 0.536. The catalyst is C(Cl)Cl. The reactants are [CH3:1][C:2]([CH3:60])([CH2:10][C:11]([O:13][C@H:14]1[CH2:31][CH2:30][C@@:29]2([CH3:32])[C@@H:16]([CH2:17][CH2:18][C@:19]3([CH3:57])[C@@H:28]2[CH2:27][CH2:26][C@H:25]2[C@@:20]3([CH3:56])[CH2:21][CH2:22][C@@:23]3(/[CH:40]=[C:41](\[CH3:55])/[C:42]([NH:44][C:45]4([C:48]5[CH:53]=[CH:52][C:51]([Cl:54])=[CH:50][CH:49]=5)[CH2:47][CH2:46]4)=[O:43])[CH2:35][C:34](=[O:36])[C:33]([CH:37]([CH3:39])[CH3:38])=[C:24]32)[C:15]1([CH3:59])[CH3:58])=[O:12])[C:3]([O:5]C(C)(C)C)=[O:4].C(O)(C(F)(F)F)=O.CC#N.O. The product is [Cl:54][C:51]1[CH:50]=[CH:49][C:48]([C:45]2([NH:44][C:42](=[O:43])/[C:41](/[CH3:55])=[CH:40]/[C@:23]34[CH2:35][C:34](=[O:36])[C:33]([CH:37]([CH3:38])[CH3:39])=[C:24]3[C@@H:25]3[C@@:20]([CH3:56])([CH2:21][CH2:22]4)[C@@:19]4([CH3:57])[C@@H:28]([C@:29]5([CH3:32])[C@@H:16]([CH2:17][CH2:18]4)[C:15]([CH3:58])([CH3:59])[C@@H:14]([O:13][C:11](=[O:12])[CH2:10][C:2]([CH3:1])([CH3:60])[C:3]([OH:5])=[O:4])[CH2:31][CH2:30]5)[CH2:27][CH2:26]3)[CH2:47][CH2:46]2)=[CH:53][CH:52]=1. (6) The reactants are P(Cl)(Cl)([Cl:3])=O.[CH3:6][O:7][C:8]1[CH:13]=[CH:12][C:11]([NH:14][CH:15]=[C:16]([C:22](OCC)=O)[C:17]([O:19][CH2:20][CH3:21])=[O:18])=[CH:10][CH:9]=1. No catalyst specified. The product is [Cl:3][C:22]1[C:10]2[C:11](=[CH:12][CH:13]=[C:8]([O:7][CH3:6])[CH:9]=2)[N:14]=[CH:15][C:16]=1[C:17]([O:19][CH2:20][CH3:21])=[O:18]. The yield is 0.610.